The task is: Predict the product of the given reaction.. This data is from Forward reaction prediction with 1.9M reactions from USPTO patents (1976-2016). (1) Given the reactants Cl[C:2]1[CH:3]=[CH:4][C:5]([N+:9]([O-:11])=[O:10])=[C:6]([CH:8]=1)[NH2:7].[CH3:12][O:13][CH2:14][CH2:15][NH2:16].C(=O)([O-])[O-].[K+].[K+].O, predict the reaction product. The product is: [CH3:12][O:13][CH2:14][CH2:15][NH:16][C:2]1[CH:3]=[CH:4][C:5]([N+:9]([O-:11])=[O:10])=[C:6]([NH2:7])[CH:8]=1. (2) Given the reactants [ClH:1].[CH2:2]1[C:6]2([CH2:11][CH2:10][N:9](C(OC(C)(C)C)=O)[CH2:8][CH2:7]2)[CH2:5][CH2:4][NH:3]1.[CH3:19][C:20]1([CH3:32])[CH:29]=[CH:28][C:27]2[C:22](=[C:23]([CH:30]=O)[CH:24]=[CH:25][CH:26]=2)[O:21]1, predict the reaction product. The product is: [ClH:1].[CH3:19][C:20]1([CH3:32])[CH:29]=[CH:28][C:27]2[C:22](=[C:23]([CH2:30][N:3]3[CH2:4][CH2:5][C:6]4([CH2:7][CH2:8][NH:9][CH2:10][CH2:11]4)[CH2:2]3)[CH:24]=[CH:25][CH:26]=2)[O:21]1. (3) Given the reactants [CH2:1]([O:8][CH:9]([C:14]1O[C:16]([C:19]2[CH:24]=[CH:23][C:22]([C:25]3[O:29][C:28]([CH3:30])=[N:27][CH:26]=3)=[C:21]([O:31][CH3:32])[CH:20]=2)=[N:17][N:18]=1)[CH2:10][CH2:11][CH2:12]Cl)[C:2]1[CH:7]=[CH:6][CH:5]=[CH:4][CH:3]=1.[N-:33]=[N+]=[N-].[Na+].C1(P(C2C=CC=CC=2)C2C=CC=CC=2)C=CC=CC=1, predict the reaction product. The product is: [CH2:1]([O:8][CH:9]1[CH2:10][CH2:11][CH2:12][N:33]2[C:16]([C:19]3[CH:24]=[CH:23][C:22]([C:25]4[O:29][C:28]([CH3:30])=[N:27][CH:26]=4)=[C:21]([O:31][CH3:32])[CH:20]=3)=[N:17][N:18]=[C:14]12)[C:2]1[CH:7]=[CH:6][CH:5]=[CH:4][CH:3]=1. (4) Given the reactants [ClH:1].[N+:2]([C:5]1[CH:14]=[C:13]2[C:8]([CH2:9][CH2:10][NH:11][CH2:12]2)=[CH:7][CH:6]=1)([O-])=O.Cl.O.[OH-].[Na+], predict the reaction product. The product is: [ClH:1].[ClH:1].[NH2:2][C:5]1[CH:14]=[C:13]2[C:8]([CH2:9][CH2:10][NH:11][CH2:12]2)=[CH:7][CH:6]=1. (5) Given the reactants [Cl:1][C:2]1[CH:40]=[CH:39][C:5]([O:6][CH:7]([CH2:13][C:14]2[CH:19]=[CH:18][C:17]([O:20][CH2:21][CH2:22][O:23][N:24]=[C:25]([C:27]3[CH:32]=[CH:31][C:30]([C:33]4[CH:38]=[CH:37][CH:36]=[CH:35][N:34]=4)=[CH:29][CH:28]=3)[CH3:26])=[CH:16][CH:15]=2)[C:8]([O:10]CC)=[O:9])=[CH:4][CH:3]=1.[OH-].[Na+], predict the reaction product. The product is: [Cl:1][C:2]1[CH:3]=[CH:4][C:5]([O:6][CH:7]([CH2:13][C:14]2[CH:15]=[CH:16][C:17]([O:20][CH2:21][CH2:22][O:23][N:24]=[C:25]([C:27]3[CH:32]=[CH:31][C:30]([C:33]4[CH:38]=[CH:37][CH:36]=[CH:35][N:34]=4)=[CH:29][CH:28]=3)[CH3:26])=[CH:18][CH:19]=2)[C:8]([OH:10])=[O:9])=[CH:39][CH:40]=1. (6) Given the reactants [O:1]1[CH2:6][CH2:5][N:4]([S:7]([C:10]2[CH:18]=[CH:17][C:13]([C:14]([OH:16])=[O:15])=[CH:12][CH:11]=2)(=[O:9])=[O:8])[CH2:3][CH2:2]1.S(=O)(=O)(O)O.[CH3:24]O, predict the reaction product. The product is: [O:1]1[CH2:6][CH2:5][N:4]([S:7]([C:10]2[CH:11]=[CH:12][C:13]([C:14]([O:16][CH3:24])=[O:15])=[CH:17][CH:18]=2)(=[O:9])=[O:8])[CH2:3][CH2:2]1. (7) Given the reactants [Br:1][C:2]1[C:3](Cl)=[N:4][C:5]([Cl:8])=[N:6][CH:7]=1.[CH2:10]([NH:12][CH2:13][CH2:14][C:15]([NH:17][CH3:18])=[O:16])[CH3:11].C(N(CC)CC)C, predict the reaction product. The product is: [Br:1][C:2]1[C:3]([N:12]([CH2:10][CH3:11])[CH2:13][CH2:14][C:15]([NH:17][CH3:18])=[O:16])=[N:4][C:5]([Cl:8])=[N:6][CH:7]=1. (8) Given the reactants Cl[C:2]1[CH:7]=[CH:6][C:5]([N+:8]([O-:10])=[O:9])=[CH:4][N:3]=1.Cl.[CH2:12]1[C@H:17]2[CH2:18][NH:19][CH2:20][CH2:21][N:16]2[CH2:15][CH2:14][O:13]1.C(=O)([O-])[O-].[K+].[K+], predict the reaction product. The product is: [N+:8]([C:5]1[CH:6]=[CH:7][C:2]([N:19]2[CH2:20][CH2:21][N:16]3[C@@H:17]([CH2:12][O:13][CH2:14][CH2:15]3)[CH2:18]2)=[N:3][CH:4]=1)([O-:10])=[O:9]. (9) Given the reactants C[O:2][C:3](=O)[CH:4]([C:20]1[CH:25]=[CH:24][C:23]([O:26][CH3:27])=[CH:22][CH:21]=1)[CH2:5][C:6]1[C:7](Cl)=[N:8][C:9]([NH:12][C:13]2[CH:18]=[CH:17][CH:16]=[CH:15][CH:14]=2)=[N:10][CH:11]=1.[CH2:29]([NH2:33])[CH:30]([CH3:32])[CH3:31], predict the reaction product. The product is: [CH2:29]([N:33]1[C:7]2[N:8]=[C:9]([NH:12][C:13]3[CH:18]=[CH:17][CH:16]=[CH:15][CH:14]=3)[N:10]=[CH:11][C:6]=2[CH2:5][CH:4]([C:20]2[CH:21]=[CH:22][C:23]([O:26][CH3:27])=[CH:24][CH:25]=2)[C:3]1=[O:2])[CH:30]([CH3:32])[CH3:31].